This data is from Reaction yield outcomes from USPTO patents with 853,638 reactions. The task is: Predict the reaction yield, written as a fraction of the theoretical maximum amount of product (1.0 means a 100% yield; for example, 0.34 means a 34% yield). (1) The reactants are [F:1][C:2]1[CH:3]=[C:4]2[C:9](=[CH:10][CH:11]=1)[N:8]=[CH:7][C:6](/[CH:12]=[CH:13]/[C:14](=[O:29])[CH2:15][CH2:16][CH2:17][CH2:18][C:19]1[CH:28]=[CH:27][C:26]3[CH2:25][CH2:24][CH2:23][NH:22][C:21]=3[N:20]=1)=[CH:5]2.[BH4-].[Na+].Cl. The catalyst is CO. The product is [F:1][C:2]1[CH:3]=[C:4]2[C:9](=[CH:10][CH:11]=1)[N:8]=[CH:7][C:6](/[CH:12]=[CH:13]/[CH:14]([OH:29])[CH2:15][CH2:16][CH2:17][CH2:18][C:19]1[CH:28]=[CH:27][C:26]3[CH2:25][CH2:24][CH2:23][NH:22][C:21]=3[N:20]=1)=[CH:5]2. The yield is 0.990. (2) The catalyst is C(#N)C. The reactants are [Cl:1][C:2]1[N:7]=[CH:6][C:5]([CH2:8][N:9]2[CH2:14][CH2:13][CH2:12][NH:11]/[C:10]/2=[CH:15]\[N+:16]([O-:18])=[O:17])=[CH:4][CH:3]=1.[CH:19](=[O:24])[CH2:20][CH2:21][CH:22]=O. The yield is 0.380. The product is [Cl:1][C:2]1[N:7]=[CH:6][C:5]([CH2:8][N:9]2[C:10]3=[C:15]([N+:16]([O-:18])=[O:17])[CH:22]4[O:24][CH:19]([N:11]3[CH2:12][CH2:13][CH2:14]2)[CH2:20][CH2:21]4)=[CH:4][CH:3]=1. (3) The reactants are [C:1]([C:3](=[CH:9]OCC)[C:4]([O:6][CH2:7][CH3:8])=[O:5])#[N:2].Cl.[CH:14]([NH:17][NH2:18])([CH3:16])[CH3:15].C(=O)([O-])[O-].[K+].[K+]. The catalyst is C(O)C.CO. The product is [NH2:2][C:1]1[N:17]([CH:14]([CH3:16])[CH3:15])[N:18]=[CH:9][C:3]=1[C:4]([O:6][CH2:7][CH3:8])=[O:5]. The yield is 0.940.